This data is from Reaction yield outcomes from USPTO patents with 853,638 reactions. The task is: Predict the reaction yield, written as a fraction of the theoretical maximum amount of product (1.0 means a 100% yield; for example, 0.34 means a 34% yield). (1) The reactants are [NH2:1][C:2]1[CH:3]=[CH:4][CH:5]=[C:6]2[C:11]=1[CH:10]=[C:9](O)[CH:8]=[CH:7]2.[CH3:13][NH2:14]. The catalyst is O. The product is [NH2:1][C:2]1[CH:3]=[CH:4][CH:5]=[C:6]2[C:11]=1[CH:10]=[C:9]([NH:14][CH3:13])[CH:8]=[CH:7]2. The yield is 0.440. (2) The reactants are [Cl:1][C:2]1[C:3]([N:17]2[CH2:22][CH2:21][CH2:20][C@@H:19]([NH:23]C(=O)OC(C)(C)C)[CH2:18]2)=[C:4]2[C:10]([NH:11][C:12](=[O:16])[CH2:13][O:14][CH3:15])=[CH:9][NH:8][C:5]2=[N:6][CH:7]=1.C(O)(C(F)(F)F)=O. The catalyst is C(Cl)Cl. The product is [ClH:1].[NH2:23][C@@H:19]1[CH2:20][CH2:21][CH2:22][N:17]([C:3]2[C:2]([Cl:1])=[CH:7][N:6]=[C:5]3[NH:8][CH:9]=[C:10]([NH:11][C:12](=[O:16])[CH2:13][O:14][CH3:15])[C:4]=23)[CH2:18]1. The yield is 0.980. (3) The reactants are FC(F)(F)S(O[C:7]1[CH2:16][CH2:15][C:10]2([O:14][CH2:13][CH2:12][O:11]2)[CH2:9][C:8]=1[C:17]([O:19][CH2:20][CH3:21])=[O:18])(=O)=O.[C:24]([O-:27])(=[S:26])[CH3:25].[K+]. The catalyst is CN(C)C=O. The product is [C:24]([S:26][C:7]1[CH2:16][CH2:15][C:10]2([O:11][CH2:12][CH2:13][O:14]2)[CH2:9][C:8]=1[C:17]([O:19][CH2:20][CH3:21])=[O:18])(=[O:27])[CH3:25]. The yield is 0.450. (4) The reactants are [CH3:1][O:2][CH2:3][O:4][C:5]1[CH:6]=[C:7]([CH:20]=[CH:21][C:22]=1[CH:23]([O:26][CH3:27])[O:24][CH3:25])[C:8]([NH:10][C:11]([CH3:19])([C:13]1[CH:18]=[CH:17][CH:16]=[CH:15][CH:14]=1)[CH3:12])=[O:9].CN(CCN(C)C)C.CN([CH:39]=[O:40])C. The catalyst is C1COCC1. The product is [CH3:1][O:2][CH2:3][O:4][C:5]1[C:22]([CH:23]([O:26][CH3:27])[O:24][CH3:25])=[CH:21][CH:20]=[C:7]2[C:6]=1[CH:39]([OH:40])[N:10]([C:11]([CH3:19])([C:13]1[CH:18]=[CH:17][CH:16]=[CH:15][CH:14]=1)[CH3:12])[C:8]2=[O:9]. The yield is 0.850. (5) The yield is 0.400. The reactants are [OH:1][NH:2][C:3](N)=[O:4].N12CCCCC1C=NCCC2.[CH3:17][O:18][C:19]([C:21]#[C:22]C(OC)=O)=[O:20].Cl. The product is [CH3:17][O:18][C:19]([C:21]1[O:1][NH:2][C:3](=[O:4])[CH:22]=1)=[O:20]. The catalyst is CO.